From a dataset of Peptide-MHC class II binding affinity with 134,281 pairs from IEDB. Regression. Given a peptide amino acid sequence and an MHC pseudo amino acid sequence, predict their binding affinity value. This is MHC class II binding data. The peptide sequence is VDFGNSYIAEMETES. The MHC is DRB3_0101 with pseudo-sequence DRB3_0101. The binding affinity (normalized) is 0.309.